From a dataset of Catalyst prediction with 721,799 reactions and 888 catalyst types from USPTO. Predict which catalyst facilitates the given reaction. Reactant: [N-:1]=[N+:2]=[N-:3].[Na+].CS(C)=O.CCN(C(C)C)C(C)C.[Cl:18][C:19]1[CH:24]=[CH:23][CH:22]=[CH:21][C:20]=1[CH2:25]Cl. Product: [N:1]([CH2:25][C:20]1[CH:21]=[CH:22][CH:23]=[CH:24][C:19]=1[Cl:18])=[N+:2]=[N-:3]. The catalyst class is: 6.